Dataset: PAMPA (Parallel Artificial Membrane Permeability Assay) permeability data from NCATS. Task: Regression/Classification. Given a drug SMILES string, predict its absorption, distribution, metabolism, or excretion properties. Task type varies by dataset: regression for continuous measurements (e.g., permeability, clearance, half-life) or binary classification for categorical outcomes (e.g., BBB penetration, CYP inhibition). Dataset: pampa_ncats. The molecule is CC1CC(CN(C1)C(=O)C[C@H](C2=CC3=C(C=C2)OCO3)C4=C(C=C(C=C4OC)OC)O)C. The result is 1 (high permeability).